Task: Regression. Given a peptide amino acid sequence and an MHC pseudo amino acid sequence, predict their binding affinity value. This is MHC class I binding data.. Dataset: Peptide-MHC class I binding affinity with 185,985 pairs from IEDB/IMGT The peptide sequence is MTLMKGASR. The MHC is HLA-A68:01 with pseudo-sequence HLA-A68:01. The binding affinity (normalized) is 0.634.